Dataset: hERG Central: cardiac toxicity at 1µM, 10µM, and general inhibition. Task: Predict hERG channel inhibition at various concentrations. The molecule is COc1ccc(NC(=O)CN(C)C(=O)c2ccc(N3CCCCCC3)c([N+](=O)[O-])c2)cc1. Results: hERG_inhib (hERG inhibition (general)): blocker.